The task is: Regression/Classification. Given a drug SMILES string, predict its absorption, distribution, metabolism, or excretion properties. Task type varies by dataset: regression for continuous measurements (e.g., permeability, clearance, half-life) or binary classification for categorical outcomes (e.g., BBB penetration, CYP inhibition). Dataset: pampa_ncats.. This data is from PAMPA (Parallel Artificial Membrane Permeability Assay) permeability data from NCATS. (1) The molecule is CC1=CC(=NC(=C1)NC(=S)N2CCN(CC2)C3=CC=CC(=C3)C(F)(F)F)C. The result is 1 (high permeability). (2) The drug is C1CC1CC2=C(C(=NN2C3=NC(=CS3)C(=O)O)C4=CC=CC(=C4)C5=CC=CC=C5)CC6=CC=C(C=C6)S(=O)(=O)N. The result is 0 (low-to-moderate permeability). (3) The molecule is CC(C)C1=CC=CC=C1C2=NC=C(C(=N2)NCC3=CC=C(C=C3)C4=CC=NN4)F. The result is 1 (high permeability). (4) The drug is C1=CC(=CC=C1NC(=O)CC2=CC(=C(C=C2)Cl)Cl)S(=O)(=O)NC3=CN=CN=C3. The result is 0 (low-to-moderate permeability). (5) The drug is CS(=O)(=O)C1=CC=C(C=C1)C2=CSC(=N2)N3CCC(CC3)C(=O)N. The result is 1 (high permeability). (6) The drug is C1CCN(C1)C2=CC=CC(=C2)C3=CN=C(S3)N4CCC(CC4)C(=O)N. The result is 1 (high permeability). (7) The molecule is CC(C)(C)C1=CC=C(C=C1)C2=CSC(=N2)N3CCC(CC3)C(=O)N. The result is 1 (high permeability).